From a dataset of HIV replication inhibition screening data with 41,000+ compounds from the AIDS Antiviral Screen. Binary Classification. Given a drug SMILES string, predict its activity (active/inactive) in a high-throughput screening assay against a specified biological target. (1) The drug is CC(=O)OC1(C#N)CC2OC1C1N=NN(C(=O)OC(C)(C)C)C21. The result is 0 (inactive). (2) The molecule is CC1(C)CC2(C)ON=C(c3ccccc3)N2c2ccccc2N1. The result is 0 (inactive). (3) The molecule is CC(=NNC(N)=S)c1cn(C2OC(CO)C(O)C2O)c(=O)[nH]c1=O. The result is 0 (inactive). (4) The drug is O=C(O)c1ccc([N+](=O)[O-])cc1S(=O)(=O)O. The result is 0 (inactive). (5) The compound is CCOC(=O)c1cc2nc3ccccc3c(=O)n2c2ccccc12. The result is 0 (inactive). (6) The result is 0 (inactive). The compound is Cc1nc(NCc2ccccc2)c2cc[nH]c2n1. (7) The result is 0 (inactive). The molecule is CC(=NO)C(CN(C)C)C(c1ccccc1)c1c(O)c2ccccc2oc1=O.Cl. (8) The drug is O=C1OCc2cnccc21. The result is 0 (inactive).